Dataset: Forward reaction prediction with 1.9M reactions from USPTO patents (1976-2016). Task: Predict the product of the given reaction. (1) Given the reactants [F:1][C:2]1[CH:7]=[CH:6][C:5]([C@H:8]2[NH:13][CH2:12][C@@H:11]([CH3:14])[O:10][CH2:9]2)=[CH:4][CH:3]=1.Cl[C:16]1[N:26]=[CH:25][C:19]2[O:20][CH2:21][C:22](=[O:24])[NH:23][C:18]=2[CH:17]=1, predict the reaction product. The product is: [F:1][C:2]1[CH:3]=[CH:4][C:5]([C@@H:8]2[CH2:9][O:10][C@H:11]([CH3:14])[CH2:12][N:13]2[C:16]2[N:26]=[CH:25][C:19]3[O:20][CH2:21][C:22](=[O:24])[NH:23][C:18]=3[CH:17]=2)=[CH:6][CH:7]=1. (2) Given the reactants [F:1][C:2]1[N:7]=[C:6]([NH2:8])[CH:5]=[CH:4][CH:3]=1.[CH3:9][C:10]([O:13][C:14](O[C:17]([O:19][C:20]([CH3:23])([CH3:22])[CH3:21])=[O:18])=[O:15])([CH3:12])[CH3:11].C[Si]([N-][Si](C)(C)C)(C)C.[Na+], predict the reaction product. The product is: [F:1][C:2]1[N:7]=[C:6]([NH:8][C:14](=[O:15])[O:13][C:10]([CH3:12])([CH3:11])[CH3:9])[CH:5]=[CH:4][CH:3]=1.[C:14]([N:8]([C:17]([O:19][C:20]([CH3:21])([CH3:22])[CH3:23])=[O:18])[C:6]1[CH:5]=[CH:4][CH:3]=[C:2]([F:1])[N:7]=1)([O:13][C:10]([CH3:12])([CH3:11])[CH3:9])=[O:15]. (3) Given the reactants [H-].[Na+].[CH3:3][O:4][CH2:5][O:6][C:7]1[CH:12]=[CH:11][C:10]([C:13]2[N:18]=[C:17]3[N:19]([CH:23]4[CH2:28][CH2:27][CH2:26][CH2:25][O:24]4)[N:20]=[C:21]([CH3:22])[C:16]3=[C:15]([CH2:29][N:30]3[CH2:35][C:34]([CH3:37])([CH3:36])[NH:33][CH2:32][C:31]3([CH3:39])[CH3:38])[CH:14]=2)=[CH:9][CH:8]=1.[CH3:40][O:41][CH2:42][C:43](Cl)=[O:44], predict the reaction product. The product is: [CH3:40][O:41][CH2:42][C:43]([N:33]1[CH2:32][C:31]([CH3:39])([CH3:38])[N:30]([CH2:29][C:15]2[CH:14]=[C:13]([C:10]3[CH:9]=[CH:8][C:7]([O:6][CH2:5][O:4][CH3:3])=[CH:12][CH:11]=3)[N:18]=[C:17]3[N:19]([CH:23]4[CH2:28][CH2:27][CH2:26][CH2:25][O:24]4)[N:20]=[C:21]([CH3:22])[C:16]=23)[CH2:35][C:34]1([CH3:37])[CH3:36])=[O:44].